Dataset: Full USPTO retrosynthesis dataset with 1.9M reactions from patents (1976-2016). Task: Predict the reactants needed to synthesize the given product. (1) Given the product [C:29]1([O:28][C:26](=[O:27])[NH:6][C:5]2[CH:4]=[C:3]([C:2]([F:14])([F:15])[F:1])[CH:9]=[C:8]([C:10]([F:11])([F:12])[F:13])[CH:7]=2)[CH:34]=[CH:33][CH:32]=[CH:31][CH:30]=1, predict the reactants needed to synthesize it. The reactants are: [F:1][C:2]([F:15])([F:14])[C:3]1[CH:4]=[C:5]([CH:7]=[C:8]([C:10]([F:13])([F:12])[F:11])[CH:9]=1)[NH2:6].C(N(CC)C(C)C)(C)C.Cl[C:26]([O:28][C:29]1[CH:34]=[CH:33][CH:32]=[CH:31][CH:30]=1)=[O:27]. (2) Given the product [NH2:14][CH2:13][C:11]1[S:12][C:8]([C:7]2[C:6](=[O:15])[N:5]([CH2:16][CH2:17][C:18]3[CH:19]=[CH:20][CH:21]=[CH:22][CH:23]=3)[C:4]([C:24]3[CH:29]=[CH:28][CH:27]=[CH:26][C:25]=3[OH:30])=[N:3][C:2]=2[CH3:1])=[CH:9][CH:10]=1, predict the reactants needed to synthesize it. The reactants are: [CH3:1][C:2]1[N:3]=[C:4]([C:24]2[CH:29]=[CH:28][CH:27]=[CH:26][C:25]=2[O:30]CC2C=CC=CC=2)[N:5]([CH2:16][CH2:17][C:18]2[CH:23]=[CH:22][CH:21]=[CH:20][CH:19]=2)[C:6](=[O:15])[C:7]=1[C:8]1[S:12][C:11]([C:13]#[N:14])=[CH:10][CH:9]=1.N#N. (3) Given the product [C:24]([O:23][C:21]([CH2:20][O:19][C@H:16]1[CH2:17][CH2:18][C@H:13]([C:10]2[CH:11]=[CH:12][C:7]([C:45]([OH:40])=[O:39])=[CH:8][CH:9]=2)[CH2:14][CH2:15]1)=[O:22])([CH3:27])([CH3:26])[CH3:25], predict the reactants needed to synthesize it. The reactants are: FC(F)(F)S(O[C:7]1[CH:12]=[CH:11][C:10]([C@H:13]2[CH2:18][CH2:17][C@H:16]([O:19][CH2:20][C:21]([O:23][C:24]([CH3:27])([CH3:26])[CH3:25])=[O:22])[CH2:15][CH2:14]2)=[CH:9][CH:8]=1)(=O)=O.CCN(C(C)C)C(C)C.[OH2:39].[O:40]1[CH2:45]COCC1. (4) Given the product [CH2:33]([C:2]1([CH2:28][CH3:29])[N:11]2[CH2:12][CH2:13][C:14]3[C:19]([C:10]2=[CH:9][C:8]2[CH:7]=[CH:6][C:5]([O:23][CH3:24])=[C:4]([O:25][CH3:26])[C:3]1=2)=[CH:18][C:17]1[O:20][CH2:21][O:22][C:16]=1[CH:15]=3)[CH3:34], predict the reactants needed to synthesize it. The reactants are: Cl[CH:2]1[NH+:11]2[CH2:12][CH2:13][C:14]3[C:19]([C:10]2=[CH:9][C:8]2[CH:7]=[CH:6][C:5]([O:23][CH3:24])=[C:4]([O:25][CH3:26])[C:3]1=2)=[CH:18][C:17]1[O:20][CH2:21][O:22][C:16]=1[CH:15]=3.[Cl-].[CH2:28]([Mg]Br)[CH3:29].O1CC[CH2:34][CH2:33]1. (5) Given the product [CH3:1][C:2]1[S:3][C:4]2[CH:10]=[C:9]([O:11][CH2:18][CH:17]3[CH2:16][O:12]3)[CH:8]=[CH:7][C:5]=2[N:6]=1, predict the reactants needed to synthesize it. The reactants are: [CH3:1][C:2]1[S:3][C:4]2[CH:10]=[C:9]([OH:11])[CH:8]=[CH:7][C:5]=2[N:6]=1.[O:12]1[C:16]2[CH:17]=[CH:18]C=CC=2N=C1. (6) Given the product [Cl:1][C:2]1[CH:7]=[CH:6][C:5]([C:8]2[N:15]3[C:11]([S:12][C:13]4[CH:19]=[CH:18][CH:17]=[CH:16][C:14]=43)=[C:10]([CH2:20][OH:21])[C:9]=2[CH2:24][OH:25])=[CH:4][CH:3]=1, predict the reactants needed to synthesize it. The reactants are: [Cl:1][C:2]1[CH:7]=[CH:6][C:5]([C:8]2[N:15]3[C:11]([S:12][C:13]4[CH:19]=[CH:18][CH:17]=[CH:16][C:14]=43)=[C:10]([C:20](OC)=[O:21])[C:9]=2[C:24](OC)=[O:25])=[CH:4][CH:3]=1.[H-].[Al+3].[Li+].[H-].[H-].[H-].[H-].[NH4+].[OH-]. (7) Given the product [NH2:26][C:3]1[C:12]2[C:7](=[CH:8][CH:9]=[C:10]([NH:13][C:14](=[O:16])[CH3:15])[CH:11]=2)[N:6]=[C:5]([CH2:17][CH2:18][CH2:19][CH2:20][CH3:21])[CH:4]=1, predict the reactants needed to synthesize it. The reactants are: CO[C:3]1[C:12]2[C:7](=[CH:8][CH:9]=[C:10]([NH:13][C:14](=[O:16])[CH3:15])[CH:11]=2)[N:6]=[C:5]([CH2:17][CH2:18][CH2:19][CH2:20][CH3:21])[CH:4]=1.C([O-])(=O)C.[NH4+:26]. (8) Given the product [Cl:10][C:6]1[C:3]2[CH2:4][O:5][C:21]([NH:20][C@H:11]3[C:19]4[C:14](=[CH:15][CH:16]=[CH:17][CH:18]=4)[CH2:13][CH2:12]3)=[N:1][C:2]=2[CH:9]=[CH:8][CH:7]=1, predict the reactants needed to synthesize it. The reactants are: [NH2:1][C:2]1[CH:9]=[CH:8][CH:7]=[C:6]([Cl:10])[C:3]=1[CH2:4][OH:5].[C@H:11]1([N:20]=[C:21]=S)[C:19]2[C:14](=[CH:15][CH:16]=[CH:17][CH:18]=2)[CH2:13][CH2:12]1.C1(N=C=NC2CCCCC2)CCCCC1. (9) The reactants are: [Cl:1][C:2]1[CH:7]=[CH:6][C:5]([CH:8]2[CH2:13][CH2:12][N:11]([C:14](=[O:31])[C@H:15]([NH:19][C:20]([NH:22][C:23](=[O:30])[C:24]3[CH:29]=[CH:28][CH:27]=[CH:26][CH:25]=3)=[S:21])[CH:16]([CH3:18])[CH3:17])[CH2:10][CH2:9]2)=[CH:4][CH:3]=1.[C:32]([O-])([O-])=O.[K+].[K+].CI. Given the product [C:23](/[N:22]=[C:20](\[S:21][CH3:32])/[NH:19][C@H:15]([CH:16]([CH3:17])[CH3:18])[C:14]([N:11]1[CH2:10][CH2:9][CH:8]([C:5]2[CH:6]=[CH:7][C:2]([Cl:1])=[CH:3][CH:4]=2)[CH2:13][CH2:12]1)=[O:31])(=[O:30])[C:24]1[CH:25]=[CH:26][CH:27]=[CH:28][CH:29]=1, predict the reactants needed to synthesize it. (10) Given the product [Br:1][C:2]1[N:7]2[N:8]=[C:9]([CH2:11][CH3:12])[C:10]([N+:19]([O-:20])=[O:18])=[C:6]2[CH:5]=[CH:4][CH:3]=1, predict the reactants needed to synthesize it. The reactants are: [Br:1][C:2]1[N:7]2[N:8]=[C:9]([CH2:11][CH3:12])[CH:10]=[C:6]2[CH:5]=[CH:4][CH:3]=1.F[B-](F)(F)F.[O:18]=[N+:19]=[O:20].C(OCC)(=O)C.